This data is from Reaction yield outcomes from USPTO patents with 853,638 reactions. The task is: Predict the reaction yield, written as a fraction of the theoretical maximum amount of product (1.0 means a 100% yield; for example, 0.34 means a 34% yield). (1) The reactants are [F:1][C:2]([F:19])([F:18])[CH2:3][NH:4][C@H:5]1[C:13]2[C:8](=[CH:9][CH:10]=[C:11]([C:14]([O:16][CH3:17])=[O:15])[CH:12]=2)[CH2:7][CH2:6]1.[Cl:20][C:21]1[CH:29]=[CH:28][CH:27]=[CH:26][C:22]=1[C:23](Cl)=[O:24]. The catalyst is C(Cl)Cl. The product is [Cl:20][C:21]1[CH:29]=[CH:28][CH:27]=[CH:26][C:22]=1[C:23]([N:4]([C@H:5]1[C:13]2[C:8](=[CH:9][CH:10]=[C:11]([C:14]([O:16][CH3:17])=[O:15])[CH:12]=2)[CH2:7][CH2:6]1)[CH2:3][C:2]([F:18])([F:19])[F:1])=[O:24]. The yield is 0.850. (2) The reactants are Cl.[CH3:2][O:3][C:4]1[C:5](=[O:19])[C:6]([C:16]([OH:18])=O)=[N:7][N:8]([C:10]2[CH:11]=[N:12][CH:13]=[CH:14][CH:15]=2)[CH:9]=1.Cl.[CH3:21][NH:22][O:23][CH3:24].F[B-](F)(F)F.N1(OC(N(C)C)=[N+](C)C)C2C=CC=CC=2N=N1. The yield is 0.790. The catalyst is CN(C=O)C.CCOC(C)=O. The product is [CH3:24][O:23][N:22]([CH3:21])[C:16]([C:6]1[C:5](=[O:19])[C:4]([O:3][CH3:2])=[CH:9][N:8]([C:10]2[CH:11]=[N:12][CH:13]=[CH:14][CH:15]=2)[N:7]=1)=[O:18].